This data is from Catalyst prediction with 721,799 reactions and 888 catalyst types from USPTO. The task is: Predict which catalyst facilitates the given reaction. (1) Reactant: [CH:1]#[C:2][CH2:3][NH:4][C@H:5]1[C:13]2[C:8](=[CH:9][CH:10]=[CH:11][CH:12]=2)[CH2:7][CH2:6]1.[CH:1]#[C:2][CH2:3][NH:4][C@H:5]1[C:13]2[C:8](=[CH:9][CH:10]=[CH:11][CH:12]=2)[CH2:7][CH2:6]1.[C@H](O)(C(O)=O)[C@@H](O)C(O)=O.O.[OH-].[Na+]. Product: [CH:1]#[C:2][CH2:3][NH:4][C@H:5]1[C:13]2[CH:12]=[CH:11][CH:10]=[CH:9][C:8]=2[CH2:7][CH2:6]1. The catalyst class is: 11. (2) Reactant: [O:1]1[C:5]2([CH2:10][CH2:9][CH:8]([OH:11])[CH2:7][CH2:6]2)[O:4][CH2:3][CH2:2]1.[H-].[Na+].[C:14]1([C:39]2[CH:44]=[CH:43][CH:42]=[CH:41][CH:40]=2)[CH:19]=[CH:18][C:17]([C:20]2[N:25]=[C:24]3[CH:26]=[C:27](Cl)[N:28](COCC[Si](C)(C)C)[C:23]3=[CH:22][C:21]=2[Cl:38])=[CH:16][CH:15]=1. Product: [O:1]1[C:5]2([CH2:10][CH2:9][CH:8]([O:11][C:27]3[NH:28][C:23]4[C:24](=[N:25][C:20]([C:17]5[CH:16]=[CH:15][C:14]([C:39]6[CH:44]=[CH:43][CH:42]=[CH:41][CH:40]=6)=[CH:19][CH:18]=5)=[C:21]([Cl:38])[CH:22]=4)[CH:26]=3)[CH2:7][CH2:6]2)[O:4][CH2:3][CH2:2]1. The catalyst class is: 60.